From a dataset of NCI-60 drug combinations with 297,098 pairs across 59 cell lines. Regression. Given two drug SMILES strings and cell line genomic features, predict the synergy score measuring deviation from expected non-interaction effect. (1) Drug 1: CCCCCOC(=O)NC1=NC(=O)N(C=C1F)C2C(C(C(O2)C)O)O. Drug 2: C1C(C(OC1N2C=NC(=NC2=O)N)CO)O. Cell line: HCT-15. Synergy scores: CSS=5.12, Synergy_ZIP=5.89, Synergy_Bliss=-0.165, Synergy_Loewe=-10.4, Synergy_HSA=-3.83. (2) Synergy scores: CSS=-4.35, Synergy_ZIP=3.33, Synergy_Bliss=1.81, Synergy_Loewe=-2.77, Synergy_HSA=-2.94. Drug 1: CC(C)(C#N)C1=CC(=CC(=C1)CN2C=NC=N2)C(C)(C)C#N. Cell line: A549. Drug 2: C1CNP(=O)(OC1)N(CCCl)CCCl. (3) Drug 1: CNC(=O)C1=CC=CC=C1SC2=CC3=C(C=C2)C(=NN3)C=CC4=CC=CC=N4. Drug 2: C1C(C(OC1N2C=NC3=C2NC=NCC3O)CO)O. Cell line: OVCAR-5. Synergy scores: CSS=2.91, Synergy_ZIP=0.884, Synergy_Bliss=4.28, Synergy_Loewe=2.79, Synergy_HSA=2.88. (4) Drug 1: C(CC(=O)O)C(=O)CN.Cl. Drug 2: CC(C)NC(=O)C1=CC=C(C=C1)CNNC.Cl. Cell line: HCT-15. Synergy scores: CSS=-6.44, Synergy_ZIP=2.79, Synergy_Bliss=1.16, Synergy_Loewe=-13.4, Synergy_HSA=-7.13. (5) Drug 1: CN1CCC(CC1)COC2=C(C=C3C(=C2)N=CN=C3NC4=C(C=C(C=C4)Br)F)OC. Drug 2: CC(C)(C#N)C1=CC(=CC(=C1)CN2C=NC=N2)C(C)(C)C#N. Cell line: SNB-75. Synergy scores: CSS=6.83, Synergy_ZIP=-2.34, Synergy_Bliss=0.417, Synergy_Loewe=-1.30, Synergy_HSA=0.610. (6) Drug 2: C1CC(=O)NC(=O)C1N2C(=O)C3=CC=CC=C3C2=O. Synergy scores: CSS=-10.8, Synergy_ZIP=5.14, Synergy_Bliss=4.71, Synergy_Loewe=-5.68, Synergy_HSA=-5.14. Cell line: M14. Drug 1: C1CCC(C1)C(CC#N)N2C=C(C=N2)C3=C4C=CNC4=NC=N3. (7) Drug 1: CC1=C(C(CCC1)(C)C)C=CC(=CC=CC(=CC(=O)O)C)C. Drug 2: CC(C)NC(=O)C1=CC=C(C=C1)CNNC.Cl. Cell line: SR. Synergy scores: CSS=0.409, Synergy_ZIP=1.72, Synergy_Bliss=3.38, Synergy_Loewe=0.813, Synergy_HSA=-0.814.